Dataset: Forward reaction prediction with 1.9M reactions from USPTO patents (1976-2016). Task: Predict the product of the given reaction. Given the reactants [C:1]([C:4]1[C:22](=[O:23])[C@@:8]2([CH3:24])[C:9]3[C:15]([OH:16])=[CH:14][C:13]([O:17][CH3:18])=[C:12]([C:19]([NH2:21])=[O:20])[C:10]=3[O:11][C:7]2=[CH:6][C:5]=1[OH:25])(=[O:3])[CH3:2].[CH:26]([C:28]1[C:37]2[C:32](=[CH:33][CH:34]=[CH:35][CH:36]=2)[C:31]([C:38]#[N:39])=[CH:30][CH:29]=1)=O.C([SiH](CC)CC)C.FC(F)(F)C(O)=O, predict the reaction product. The product is: [C:1]([C:4]1[C:22](=[O:23])[C@@:8]2([CH3:24])[C:9]3[C:15]([OH:16])=[CH:14][C:13]([O:17][CH3:18])=[C:12]([C:19]([NH:21][CH2:26][C:28]4[C:37]5[C:32](=[CH:33][CH:34]=[CH:35][CH:36]=5)[C:31]([C:38]#[N:39])=[CH:30][CH:29]=4)=[O:20])[C:10]=3[O:11][C:7]2=[CH:6][C:5]=1[OH:25])(=[O:3])[CH3:2].